Predict the reactants needed to synthesize the given product. From a dataset of Full USPTO retrosynthesis dataset with 1.9M reactions from patents (1976-2016). (1) Given the product [C:22]([O:25][CH:9]([C:10]1[CH:15]=[CH:14][C:13]([S:16]([CH3:19])(=[O:17])=[O:18])=[C:12]([F:20])[CH:11]=1)[C:8]([C:5]1[CH:4]=[CH:3][C:2]([Br:1])=[CH:7][CH:6]=1)=[O:21])(=[O:24])[CH3:23], predict the reactants needed to synthesize it. The reactants are: [Br:1][C:2]1[CH:7]=[CH:6][C:5]([C:8](=[O:21])[CH2:9][C:10]2[CH:15]=[CH:14][C:13]([S:16]([CH3:19])(=[O:18])=[O:17])=[C:12]([F:20])[CH:11]=2)=[CH:4][CH:3]=1.[C:22]([O-:25])(=[O:24])[CH3:23].[C:22]([O-:25])(=[O:24])[CH3:23].[C:22]([O-:25])(=[O:24])[CH3:23].[C:22]([O-:25])(=[O:24])[CH3:23].[Pb+4]. (2) Given the product [F:17][C:3]1[CH:4]=[C:5]([S:8]([CH2:11][CH2:12][C:13]([F:16])([F:15])[F:14])(=[O:10])=[O:9])[CH:6]=[CH:7][C:2]=1[N:18]1[CH2:23][CH2:22][NH:21][CH2:20][CH2:19]1, predict the reactants needed to synthesize it. The reactants are: F[C:2]1[CH:7]=[CH:6][C:5]([S:8]([CH2:11][CH2:12][C:13]([F:16])([F:15])[F:14])(=[O:10])=[O:9])=[CH:4][C:3]=1[F:17].[NH:18]1[CH2:23][CH2:22][NH:21][CH2:20][CH2:19]1. (3) Given the product [CH3:34][C:17]1[C:18]([CH2:22][S@:23]([C:25]2[NH:26][C:27]3[CH:33]=[CH:32][CH:31]=[CH:30][C:28]=3[N:29]=2)=[O:24])=[N:19][CH:20]=[CH:21][C:16]=1[O:4][CH2:3][C:2]([F:6])([F:5])[F:1], predict the reactants needed to synthesize it. The reactants are: [F:1][C:2]([F:6])([F:5])[CH2:3][OH:4].C(=O)([O-])[O-].[K+].[K+].[N+]([C:16]1[CH:21]=[CH:20][N:19]=[C:18]([CH2:22][S@:23]([C:25]2[NH:29][C:28]3[CH:30]=[CH:31][CH:32]=[CH:33][C:27]=3[N:26]=2)=[O:24])[C:17]=1[CH3:34])([O-])=O.O. (4) Given the product [C:1]([O:5][C@@H:6]([C:12]1[C:40]([CH3:41])=[N:39][C:38]2=[CH:42][C:35]3=[N:36][N:37]2[C:13]=1[N:14]1[CH2:15][CH2:16][C:17]([CH3:47])([O:18][CH2:19][CH2:20][CH2:21][CH2:22][O:23][C:24]2[CH:25]=[CH:26][CH:27]=[CH:28][C:29]=2[CH2:30][C:31]2[O:44][C:34]3=[N:33][CH:32]=2)[CH2:45][CH2:46]1)[C:7]([O:9][CH2:10][CH3:11])=[O:8])([CH3:3])([CH3:2])[CH3:4], predict the reactants needed to synthesize it. The reactants are: [C:1]([O:5][C@@H:6]([C:12]1[C:40]([CH3:41])=[N:39][C:38]2=[CH:42][C:35]3=[N:36][N:37]2[C:13]=1[N:14]1[CH2:46][CH2:45][C:17]([CH3:47])([O:18][CH2:19][CH2:20][CH2:21][CH2:22][O:23][C:24]2[CH:25]=[CH:26][CH:27]=[CH:28][C:29]=2[CH2:30][C:31](=[O:44])[CH2:32][NH:33][C:34]3=O)[CH2:16][CH2:15]1)[C:7]([O:9][CH2:10][CH3:11])=[O:8])([CH3:4])([CH3:3])[CH3:2].C1C=CC(P(C2C=CC=CC=2)C2C=CC=CC=2)=CC=1.C(Cl)(Cl)(Cl)Cl.